Dataset: Reaction yield outcomes from USPTO patents with 853,638 reactions. Task: Predict the reaction yield, written as a fraction of the theoretical maximum amount of product (1.0 means a 100% yield; for example, 0.34 means a 34% yield). The reactants are [F:1][C:2]1[CH:13]=[CH:12][C:11]([N+:14]([O-])=O)=[CH:10][C:3]=1[CH2:4][N:5]1[CH2:9][CH2:8][CH2:7][CH2:6]1. The catalyst is CCOC(C)=O.[Pd]. The product is [F:1][C:2]1[CH:13]=[CH:12][C:11]([NH2:14])=[CH:10][C:3]=1[CH2:4][N:5]1[CH2:6][CH2:7][CH2:8][CH2:9]1. The yield is 0.720.